Dataset: NCI-60 drug combinations with 297,098 pairs across 59 cell lines. Task: Regression. Given two drug SMILES strings and cell line genomic features, predict the synergy score measuring deviation from expected non-interaction effect. (1) Drug 1: CCCS(=O)(=O)NC1=C(C(=C(C=C1)F)C(=O)C2=CNC3=C2C=C(C=N3)C4=CC=C(C=C4)Cl)F. Drug 2: C1CN(P(=O)(OC1)NCCCl)CCCl. Cell line: SK-OV-3. Synergy scores: CSS=11.5, Synergy_ZIP=1.04, Synergy_Bliss=7.66, Synergy_Loewe=5.95, Synergy_HSA=6.24. (2) Drug 1: C1=C(C(=O)NC(=O)N1)F. Drug 2: CC1CCC2CC(C(=CC=CC=CC(CC(C(=O)C(C(C(=CC(C(=O)CC(OC(=O)C3CCCCN3C(=O)C(=O)C1(O2)O)C(C)CC4CCC(C(C4)OC)OCCO)C)C)O)OC)C)C)C)OC. Cell line: K-562. Synergy scores: CSS=53.8, Synergy_ZIP=-9.18, Synergy_Bliss=-7.20, Synergy_Loewe=-2.44, Synergy_HSA=-0.570. (3) Drug 1: C1=NC2=C(N1)C(=S)N=C(N2)N. Drug 2: C1=NC2=C(N=C(N=C2N1C3C(C(C(O3)CO)O)O)F)N. Cell line: HOP-62. Synergy scores: CSS=29.7, Synergy_ZIP=-5.49, Synergy_Bliss=-5.81, Synergy_Loewe=-4.05, Synergy_HSA=-0.927. (4) Drug 1: C1=NC2=C(N1)C(=S)N=CN2. Drug 2: COC1=NC(=NC2=C1N=CN2C3C(C(C(O3)CO)O)O)N. Cell line: OVCAR-8. Synergy scores: CSS=0.515, Synergy_ZIP=1.83, Synergy_Bliss=3.18, Synergy_Loewe=-0.261, Synergy_HSA=0.189. (5) Drug 1: C1C(C(OC1N2C=NC3=C(N=C(N=C32)Cl)N)CO)O. Drug 2: C1=CN(C=N1)CC(O)(P(=O)(O)O)P(=O)(O)O. Cell line: OVCAR-4. Synergy scores: CSS=6.32, Synergy_ZIP=-1.28, Synergy_Bliss=3.61, Synergy_Loewe=0.274, Synergy_HSA=2.27. (6) Drug 1: CC1=C(C=C(C=C1)C(=O)NC2=CC(=CC(=C2)C(F)(F)F)N3C=C(N=C3)C)NC4=NC=CC(=N4)C5=CN=CC=C5. Drug 2: CC1=C(C(=O)C2=C(C1=O)N3CC4C(C3(C2COC(=O)N)OC)N4)N. Cell line: SR. Synergy scores: CSS=54.0, Synergy_ZIP=-1.77, Synergy_Bliss=-3.04, Synergy_Loewe=-24.6, Synergy_HSA=-0.636. (7) Cell line: MCF7. Synergy scores: CSS=54.8, Synergy_ZIP=13.6, Synergy_Bliss=15.4, Synergy_Loewe=-11.5, Synergy_HSA=12.5. Drug 1: CC1=C2C(C(=O)C3(C(CC4C(C3C(C(C2(C)C)(CC1OC(=O)C(C(C5=CC=CC=C5)NC(=O)OC(C)(C)C)O)O)OC(=O)C6=CC=CC=C6)(CO4)OC(=O)C)OC)C)OC. Drug 2: N.N.Cl[Pt+2]Cl.